From a dataset of Forward reaction prediction with 1.9M reactions from USPTO patents (1976-2016). Predict the product of the given reaction. (1) Given the reactants C(OC(=O)[NH:7][CH2:8][CH2:9][NH:10][C:11]([C:13]1[CH:37]=[CH:36][C:16]2[N:17]([CH3:35])[C:18]([NH:20][C:21]3[S:22][C:23]4[CH:29]=[C:28]([O:30][C:31]([F:34])([F:33])[F:32])[CH:27]=[CH:26][C:24]=4[N:25]=3)=[N:19][C:15]=2[CH:14]=1)=[O:12])(C)(C)C.[ClH:39], predict the reaction product. The product is: [ClH:39].[NH2:7][CH2:8][CH2:9][NH:10][C:11]([C:13]1[CH:37]=[CH:36][C:16]2[N:17]([CH3:35])[C:18]([NH:20][C:21]3[S:22][C:23]4[CH:29]=[C:28]([O:30][C:31]([F:32])([F:33])[F:34])[CH:27]=[CH:26][C:24]=4[N:25]=3)=[N:19][C:15]=2[CH:14]=1)=[O:12]. (2) Given the reactants N#N.Br[CH2:4][CH2:5][CH2:6][CH2:7][C:8]#[N:9].[NH:10]1[CH2:14][CH2:13][CH2:12][CH2:11]1.C([O-])([O-])=O.[K+].[K+], predict the reaction product. The product is: [N:10]1([CH2:4][CH2:5][CH2:6][CH2:7][CH2:8][NH2:9])[CH2:14][CH2:13][CH2:12][CH2:11]1. (3) Given the reactants Cl[C:2]1[N:3]=[CH:4][C:5]2[N:11]([CH3:12])[C:10](=[O:13])[C:9]([F:15])([F:14])[CH2:8][N:7]([CH2:16][CH2:17][O:18][C:19]3[CH:24]=[CH:23][CH:22]=[CH:21][CH:20]=3)[C:6]=2[N:25]=1.[NH2:26][C:27]1[CH:42]=[CH:41][C:30]([C:31]([NH:33][CH:34]2[CH2:39][CH2:38][N:37]([CH3:40])[CH2:36][CH2:35]2)=[O:32])=[CH:29][C:28]=1[O:43][CH3:44].O.C1(C)C=CC(S(O)(=O)=O)=CC=1.C(=O)([O-])[O-].[Na+].[Na+], predict the reaction product. The product is: [F:14][C:9]1([F:15])[CH2:8][N:7]([CH2:16][CH2:17][O:18][C:19]2[CH:24]=[CH:23][CH:22]=[CH:21][CH:20]=2)[C:6]2[N:25]=[C:2]([NH:26][C:27]3[CH:42]=[CH:41][C:30]([C:31]([NH:33][CH:34]4[CH2:35][CH2:36][N:37]([CH3:40])[CH2:38][CH2:39]4)=[O:32])=[CH:29][C:28]=3[O:43][CH3:44])[N:3]=[CH:4][C:5]=2[N:11]([CH3:12])[C:10]1=[O:13]. (4) Given the reactants [Cl:1][C:2]1[CH:11]=[CH:10][C:5]2[C:6](=[O:9])[NH:7][S:8][C:4]=2[CH:3]=1.[CH:12]([N:15]=[C:16]=[O:17])([CH3:14])[CH3:13], predict the reaction product. The product is: [CH:12]([NH:15][C:16]([N:7]1[C:6](=[O:9])[C:5]2[CH:10]=[CH:11][C:2]([Cl:1])=[CH:3][C:4]=2[S:8]1)=[O:17])([CH3:14])[CH3:13]. (5) Given the reactants [Cl:1][C:2]1[C:7]([C:8]#[CH:9])=[C:6](/[N:10]=[N:11]/N2CCCC2)[C:5]([C:17]2[CH:22]=[CH:21][CH:20]=[C:19]([F:23])[CH:18]=2)=[C:4]([C@H:24]([OH:26])[CH3:25])[CH:3]=1, predict the reaction product. The product is: [Cl:1][C:2]1[CH:3]=[C:4]([C@H:24]([OH:26])[CH3:25])[C:5]([C:17]2[CH:22]=[CH:21][CH:20]=[C:19]([F:23])[CH:18]=2)=[C:6]2[C:7]=1[CH:8]=[CH:9][N:11]=[N:10]2. (6) Given the reactants Cl[O-].[Na+].[CH3:4][O:5][CH:6]([CH2:11][CH:12]=[CH2:13])[CH2:7][CH:8]=[N:9][OH:10], predict the reaction product. The product is: [CH3:4][O:5][CH:6]1[CH2:7][C:8]2=[N:9][O:10][CH2:13][CH:12]2[CH2:11]1. (7) The product is: [O:1]([CH2:9][C:10]1[C:11]2[N:12]([N:16]=[C:17]([C:19]([F:22])([F:21])[F:20])[N:18]=2)[C:13]([I:28])=[CH:14][CH:15]=1)[Si:2]([C:5]([CH3:8])([CH3:7])[CH3:6])([CH3:4])[CH3:3]. Given the reactants [O:1]([CH2:9][C:10]1[C:11]2[N:12]([N:16]=[C:17]([C:19]([F:22])([F:21])[F:20])[N:18]=2)[CH:13]=[CH:14][CH:15]=1)[Si:2]([C:5]([CH3:8])([CH3:7])[CH3:6])([CH3:4])[CH3:3].C([Li])CCC.[I:28]CCI.C(=O)([O-])O.[Na+], predict the reaction product.